Dataset: Full USPTO retrosynthesis dataset with 1.9M reactions from patents (1976-2016). Task: Predict the reactants needed to synthesize the given product. Given the product [O:29]1[CH2:30][CH2:31][C@H:27]([O:26][C:15]2[CH:14]=[C:3]3[C:2](=[CH:17][C:16]=2[O:18][CH2:19][C:20]2[CH:25]=[CH:24][CH:23]=[CH:22][CH:21]=2)[N:1]=[CH:36][NH:37][C:4]3=[O:5])[CH2:28]1, predict the reactants needed to synthesize it. The reactants are: [NH2:1][C:2]1[CH:17]=[C:16]([O:18][CH2:19][C:20]2[CH:25]=[CH:24][CH:23]=[CH:22][CH:21]=2)[C:15]([O:26][C@H:27]2[CH2:31][CH2:30][O:29][CH2:28]2)=[CH:14][C:3]=1[C:4](OCC1C=CC=CC=1)=[O:5].C(O)(=O)C.[CH:36](N)=[NH:37].